Dataset: Full USPTO retrosynthesis dataset with 1.9M reactions from patents (1976-2016). Task: Predict the reactants needed to synthesize the given product. (1) Given the product [ClH:18].[Br:1][C:2]1[CH:3]=[C:4]2[C:8](=[CH:9][CH:10]=1)[NH:7][C:6](=[O:11])[CH:5]2[C:12]1[C:13]2[C:14](=[N:19][N:20]([CH:22]3[CH2:26][CH2:25][CH2:24][CH2:23]3)[CH:21]=2)[N:15]=[C:16]([NH:37][CH2:36][CH2:35][NH:34][CH3:27])[N:17]=1, predict the reactants needed to synthesize it. The reactants are: [Br:1][C:2]1[CH:3]=[C:4]2[C:8](=[CH:9][CH:10]=1)[NH:7][C:6](=[O:11])[CH:5]2[C:12]1[C:13]2[C:14](=[N:19][N:20]([CH:22]3[CH2:26][CH2:25][CH2:24][CH2:23]3)[CH:21]=2)[N:15]=[C:16]([Cl:18])[N:17]=1.[C:27]([N:34](C)[CH2:35][CH2:36][NH2:37])(OC(C)(C)C)=O. (2) Given the product [OH:8][C:9]1[CH:18]=[CH:17][CH:16]=[C:15]2[C:10]=1[C:11](=[O:27])[CH:12]=[C:13]([CH:19]=[CH:20][C:21]1[CH:26]=[CH:25][CH:24]=[CH:23][CH:22]=1)[O:14]2, predict the reactants needed to synthesize it. The reactants are: C([O:8][C:9]1[CH:18]=[CH:17][CH:16]=[C:15]2[C:10]=1[C:11](=[O:27])[CH:12]=[C:13]([CH:19]=[CH:20][C:21]1[CH:26]=[CH:25][CH:24]=[CH:23][CH:22]=1)[O:14]2)C1C=CC=CC=1.B(Br)(Br)Br. (3) Given the product [NH2:1][C:4]1[CH:9]=[CH:8][CH:7]=[CH:6][C:5]=1[B:10]([OH:12])[OH:11], predict the reactants needed to synthesize it. The reactants are: [N+:1]([C:4]1[CH:9]=[CH:8][CH:7]=[CH:6][C:5]=1[B:10]([OH:12])[OH:11])([O-])=O. (4) Given the product [C:1]1([S:7]([N:10]2[C:18]3[C:13](=[CH:14][C:15]([CH2:19][O:32][CH2:31][CH:28]4[CH2:29][CH2:30][C:25]5([O:21][CH2:22][CH2:23][O:24]5)[CH2:26][CH2:27]4)=[CH:16][CH:17]=3)[CH:12]=[CH:11]2)(=[O:9])=[O:8])[CH:6]=[CH:5][CH:4]=[CH:3][CH:2]=1, predict the reactants needed to synthesize it. The reactants are: [C:1]1([S:7]([N:10]2[C:18]3[C:13](=[CH:14][C:15]([CH2:19]Br)=[CH:16][CH:17]=3)[CH:12]=[CH:11]2)(=[O:9])=[O:8])[CH:6]=[CH:5][CH:4]=[CH:3][CH:2]=1.[O:21]1[C:25]2([CH2:30][CH2:29][CH:28]([CH2:31][OH:32])[CH2:27][CH2:26]2)[O:24][CH2:23][CH2:22]1.CN(C)C1C2C(=CC=CC=2N(C)C)C=CC=1. (5) The reactants are: [C:1]([OH:22])(=O)[CH2:2][CH2:3][CH2:4][CH2:5][CH2:6][CH2:7][CH2:8][CH2:9][CH2:10][CH:11]=[CH:12][CH2:13][CH:14]=[CH:15][CH2:16][CH2:17][CH2:18][CH2:19][CH3:20].C1C=[N:27]C2N(O)N=NC=2C=1.CCN(CC)CC.C(Cl)CCl. Given the product [C:1]([NH2:27])(=[O:22])[CH2:2][CH2:3][CH2:4][CH2:5][CH2:6][CH2:7][CH2:8][CH2:9][CH2:10][CH:11]=[CH:12][CH2:13][CH:14]=[CH:15][CH2:16][CH2:17][CH2:18][CH2:19][CH3:20], predict the reactants needed to synthesize it.